Dataset: Antibody paratope prediction from SAbDab with 1,023 antibody chains. Task: Token-level Classification. Given an antibody amino acid sequence, predict which amino acid positions are active in antigen binding. Output is a list of indices for active paratope positions. (1) Given the antibody sequence: EEQLVESGGGVVQPGGSLRLSCLASGFTFHKYGMHWVRQAPGKGLEWVALISDDGMRKYHSDSMWGRVTISRDNSKNTLYLQFSSLKVEDTAMFFCAREAGGPIWHDDVKYYDFNDGYYNYHYMDVWGKGTTVTVSS, which amino acid positions are active in antigen binding (paratope)? The paratope positions are: [52, 83, 84, 85, 104, 105, 106, 107, 108, 109, 110, 111, 112, 113, 114, 115, 116, 117, 118, 119... (24 total positions)]. (2) Given the antibody sequence: DVVMTQTPLTLSVTIGQPASISCKSSQSLLYSDGKTYLNWLFQRPGQSPKRLIYLVSKLDSGVPDRFTGSGSGIDFKLKISRVEAEDLGVYYCVQGTHFPQTFGGGTKLEIK, which amino acid positions are active in antigen binding (paratope)? The paratope positions are: [30, 31, 32, 33, 34].